Predict the reactants needed to synthesize the given product. From a dataset of Full USPTO retrosynthesis dataset with 1.9M reactions from patents (1976-2016). (1) Given the product [NH2:11][C:12]1[C:21]2[N:22]=[C:23]([CH2:30][CH2:31][CH2:32][CH3:33])[N:24]([CH2:25][CH2:26][CH2:27][CH2:28][NH:29][C:2](=[O:3])[O:4][C:5]3[CH:10]=[CH:9][CH:8]=[CH:7][CH:6]=3)[C:20]=2[C:19]2[N:18]=[CH:17][CH:16]=[CH:15][C:14]=2[N:13]=1, predict the reactants needed to synthesize it. The reactants are: Cl[C:2]([O:4][C:5]1[CH:10]=[CH:9][CH:8]=[CH:7][CH:6]=1)=[O:3].[NH2:11][C:12]1[C:21]2[N:22]=[C:23]([CH2:30][CH2:31][CH2:32][CH3:33])[N:24]([CH2:25][CH2:26][CH2:27][CH2:28][NH2:29])[C:20]=2[C:19]2[N:18]=[CH:17][CH:16]=[CH:15][C:14]=2[N:13]=1. (2) Given the product [F:1][C:2]1[CH:3]=[CH:4][C:5]([CH2:6][N:7]2[C:15]3[C:10](=[CH:11][CH:12]=[CH:13][CH:14]=3)[CH:9]=[C:8]2[C:16]([N:46]2[CH2:45][CH2:44][CH:43]([C:41]([N:35]3[CH2:40][CH2:39][CH2:38][CH2:37][CH2:36]3)=[O:42])[CH2:48][CH2:47]2)=[O:17])=[CH:19][CH:20]=1, predict the reactants needed to synthesize it. The reactants are: [F:1][C:2]1[CH:20]=[CH:19][C:5]([CH2:6][N:7]2[C:15]3[C:10](=[CH:11][CH:12]=[CH:13][CH:14]=3)[CH:9]=[C:8]2[C:16](O)=[O:17])=[CH:4][CH:3]=1.C(Cl)CCl.C1C=CC2N(O)N=NC=2C=1.[N:35]1([C:41]([CH:43]2[CH2:48][CH2:47][NH:46][CH2:45][CH2:44]2)=[O:42])[CH2:40][CH2:39][CH2:38][CH2:37][CH2:36]1. (3) Given the product [CH3:1][C@@H:2]1[CH2:3][CH2:4][C@H:5]([NH:8][C:9]2[CH:10]=[C:11]3[C:16](=[CH:17][CH:18]=2)[CH:15]=[C:14]([CH:19]=[O:20])[CH:13]=[CH:12]3)[CH2:6][CH2:7]1, predict the reactants needed to synthesize it. The reactants are: [CH3:1][C@@H:2]1[CH2:7][CH2:6][C@H:5]([NH:8][C:9]2[CH:10]=[C:11]3[C:16](=[CH:17][CH:18]=2)[CH:15]=[C:14]([CH2:19][OH:20])[CH:13]=[CH:12]3)[CH2:4][CH2:3]1. (4) The reactants are: [CH3:1][O:2][C:3]1[CH:12]=[C:11]2[C:6]([C:7]([O:19][CH:20]3[CH2:37][CH:36]4[N:22]([C:23](=[O:42])[O:24][CH2:25][CH2:26][CH2:27][CH2:28][CH:29]=[CH:30][CH:31]5[C:33]([C:39]([OH:41])=O)([NH:34][C:35]4=[O:38])[CH2:32]5)[CH2:21]3)=[CH:8][C:9]([C:13]3[CH:18]=[CH:17][CH:16]=[CH:15][CH:14]=3)=[N:10]2)=[CH:5][CH:4]=1.C(N=C=NCCCN(C)C)C.[CH:54]1([S:57]([NH2:60])(=[O:59])=[O:58])[CH2:56][CH2:55]1.N12CCCN=C1CCCCC2. Given the product [CH3:1][O:2][C:3]1[CH:12]=[C:11]2[C:6]([C:7]([O:19][CH:20]3[CH2:37][CH:36]4[N:22]([C:23](=[O:42])[O:24][CH2:25][CH2:26][CH2:27][CH2:28][CH:29]=[CH:30][CH:31]5[C:33]([C:39]([NH:60][S:57]([CH:54]6[CH2:56][CH2:55]6)(=[O:59])=[O:58])=[O:41])([NH:34][C:35]4=[O:38])[CH2:32]5)[CH2:21]3)=[CH:8][C:9]([C:13]3[CH:14]=[CH:15][CH:16]=[CH:17][CH:18]=3)=[N:10]2)=[CH:5][CH:4]=1, predict the reactants needed to synthesize it. (5) Given the product [C:24]([O:23][C:21](=[O:28])[NH:22][C:14]1[C:13]2=[CH:19][N:10]([C:9]3[C:2]([Cl:1])=[CH:3][C:4]([C:5]#[N:6])=[CH:7][C:8]=3[Cl:20])[N:11]=[C:12]2[CH:17]=[CH:16][N:15]=1)([CH3:27])([CH3:26])[CH3:25], predict the reactants needed to synthesize it. The reactants are: [Cl:1][C:2]1[CH:3]=[C:4]([CH:7]=[C:8]([Cl:20])[C:9]=1[N:10]1[CH:19]=[C:13]2[C:14](Cl)=[N:15][CH:16]=[CH:17][C:12]2=[N:11]1)[C:5]#[N:6].[C:21](=[O:28])([O:23][C:24]([CH3:27])([CH3:26])[CH3:25])[NH2:22].[O-]P([O-])([O-])=O.[K+].[K+].[K+].